Dataset: Catalyst prediction with 721,799 reactions and 888 catalyst types from USPTO. Task: Predict which catalyst facilitates the given reaction. (1) Reactant: C(OC([N:8]1[C:16]2[CH:15]=[C:14]([C:17]([F:21])([F:20])[CH2:18][CH3:19])[N:13]=[CH:12][C:11]=2[C:10]([CH3:23])([CH3:22])[CH2:9]1)=O)(C)(C)C.[ClH:24]. Product: [ClH:24].[F:20][C:17]([C:14]1[N:13]=[CH:12][C:11]2[C:10]([CH3:22])([CH3:23])[CH2:9][NH:8][C:16]=2[CH:15]=1)([F:21])[CH2:18][CH3:19]. The catalyst class is: 5. (2) The catalyst class is: 320. Reactant: C([N:8]1[CH2:26][CH2:25][C:10]2([CH2:14][N:13]([C:15]3[CH:24]=[CH:23][C:18]([C:19]([O:21][CH3:22])=[O:20])=[CH:17][N:16]=3)[CH2:12][CH2:11]2)[CH2:9]1)C1C=CC=CC=1. Product: [CH2:14]1[C:10]2([CH2:25][CH2:26][NH:8][CH2:9]2)[CH2:11][CH2:12][N:13]1[C:15]1[CH:24]=[CH:23][C:18]([C:19]([O:21][CH3:22])=[O:20])=[CH:17][N:16]=1. (3) Reactant: C([Li])CCC.Br[C:7]1[S:8][CH:9]=[CH:10][C:11]=1[CH2:12][CH2:13][O:14][Si:15]([C:18]([CH3:21])([CH3:20])[CH3:19])([CH3:17])[CH3:16].[F:22][C:23]1[CH:30]=[CH:29][C:26]([CH:27]=[O:28])=[CH:25][CH:24]=1.[Cl-].[NH4+]. Product: [Si:15]([O:14][CH2:13][CH2:12][C:11]1[CH:10]=[CH:9][S:8][C:7]=1[CH:27]([C:26]1[CH:29]=[CH:30][C:23]([F:22])=[CH:24][CH:25]=1)[OH:28])([C:18]([CH3:21])([CH3:20])[CH3:19])([CH3:17])[CH3:16]. The catalyst class is: 1. (4) Reactant: [F:1][C:2]1[CH:7]=[C:6]([C:8]2[CH:9]=[CH:10][C:11]3[C:17](=[O:18])[NH:16][C:15]4[CH:19]=[C:20]([C:23]([O:25]C)=[O:24])[CH:21]=[CH:22][C:14]=4[NH:13][C:12]=3[CH:27]=2)[CH:5]=[CH:4][N:3]=1.[Li+].[OH-].Cl. Product: [F:1][C:2]1[CH:7]=[C:6]([C:8]2[CH:9]=[CH:10][C:11]3[C:17](=[O:18])[NH:16][C:15]4[CH:19]=[C:20]([C:23]([OH:25])=[O:24])[CH:21]=[CH:22][C:14]=4[NH:13][C:12]=3[CH:27]=2)[CH:5]=[CH:4][N:3]=1. The catalyst class is: 90.